Task: Predict the reactants needed to synthesize the given product.. Dataset: Full USPTO retrosynthesis dataset with 1.9M reactions from patents (1976-2016) (1) Given the product [CH3:3][C:2]([CH3:4])=[CH:39][C:36]1[CH:37]=[CH:38][C:33]([C:31]([O:30][CH3:29])=[O:32])=[CH:34][CH:35]=1, predict the reactants needed to synthesize it. The reactants are: [I-].[CH:2]([P+](C1C=CC=CC=1)(C1C=CC=CC=1)C1C=CC=CC=1)([CH3:4])[CH3:3].C([Li])CCC.[CH3:29][O:30][C:31]([C:33]1[CH:38]=[CH:37][C:36]([CH:39]=O)=[CH:35][CH:34]=1)=[O:32].[Cl-].[NH4+]. (2) Given the product [CH3:1][N:2]([CH3:19])[C:3](=[O:4])[CH2:5][CH2:6][NH:7][CH3:8], predict the reactants needed to synthesize it. The reactants are: [CH3:1][N:2]([CH3:19])[C:3]([CH2:5][CH2:6][N:7](C)[C:8](=O)OCC1C=CC=CC=1)=[O:4]. (3) Given the product [CH2:34]([O:33][P:32]([C:13]1[CH:12]=[CH:11][C:10]([CH2:9][NH:8][C:6]([O:5][C:1]([CH3:4])([CH3:3])[CH3:2])=[O:7])=[CH:15][C:14]=1[P:32]([O:44][CH2:45][CH3:46])([O:33][CH2:34][CH3:35])=[O:36])(=[O:39])[O:36][CH2:37][CH3:38])[CH3:35], predict the reactants needed to synthesize it. The reactants are: [C:1]([O:5][C:6]([NH:8][CH2:9][C:10]1[CH:11]=[CH:12][C:13](OS(C(F)(F)F)(=O)=O)=[C:14](OS(C(F)(F)F)(=O)=O)[CH:15]=1)=[O:7])([CH3:4])([CH3:3])[CH3:2].[P:32]([O-:39])([O:36][CH2:37][CH3:38])[O:33][CH2:34][CH3:35].CN1[CH2:46][CH2:45][O:44]CC1.